The task is: Predict the reaction yield, written as a fraction of the theoretical maximum amount of product (1.0 means a 100% yield; for example, 0.34 means a 34% yield).. This data is from Reaction yield outcomes from USPTO patents with 853,638 reactions. The product is [CH:13]1([C:9]2[CH:8]=[C:7]([C:16]([O:18][CH3:19])=[O:17])[C:6](=[O:20])[N:5]3[C:10]=2[C:11]([CH3:12])=[C:2]([C:26]2[CH:25]=[C:24]4[C:29](=[CH:28][CH:27]=2)[NH:21][CH:22]=[CH:23]4)[CH:3]=[CH:4]3)[CH2:15][CH2:14]1. No catalyst specified. The yield is 0.470. The reactants are Cl[C:2]1[CH:3]=[CH:4][N:5]2[C:10]([C:11]=1[CH3:12])=[C:9]([CH:13]1[CH2:15][CH2:14]1)[CH:8]=[C:7]([C:16]([O:18][CH3:19])=[O:17])[C:6]2=[O:20].[NH:21]1[C:29]2[C:24](=[CH:25][C:26](B(O)O)=[CH:27][CH:28]=2)[CH:23]=[CH:22]1.